From a dataset of Forward reaction prediction with 1.9M reactions from USPTO patents (1976-2016). Predict the product of the given reaction. (1) Given the reactants [Li+].[OH-:2].OO.C([C@@H]1COC(=O)N1C([CH:20]1[CH2:22][CH:21]1[C:23]1[CH:28]=[C:27]([F:29])[C:26]([O:30][CH2:31][C:32]2[CH:37]=[CH:36][CH:35]=[CH:34][CH:33]=2)=[C:25]([F:38])[CH:24]=1)=O)C1C=CC=CC=1.[O-]S([O-])=O.[Na+].[Na+].C1[CH2:49][O:48]CC1.O, predict the reaction product. The product is: [CH2:31]([O:30][C:26]1[C:27]([F:29])=[CH:28][C:23]([CH:21]2[CH2:22][CH:20]2[C:49]([OH:48])=[O:2])=[CH:24][C:25]=1[F:38])[C:32]1[CH:33]=[CH:34][CH:35]=[CH:36][CH:37]=1. (2) The product is: [Cl:1][C:2]1[CH:3]=[C:4]([C:9]2([NH:22][C:23]([N:25]3[CH2:34][CH2:33][C:32]4[CH:31]=[N:30][C:29]([NH:35][CH:36]([CH3:38])[CH3:37])=[N:28][C:27]=4[CH2:26]3)=[O:24])[CH2:14][CH2:13][NH:12][CH2:11][CH2:10]2)[CH:5]=[CH:6][C:7]=1[Cl:8]. Given the reactants [Cl:1][C:2]1[CH:3]=[C:4]([C:9]2([NH:22][C:23]([N:25]3[CH2:34][CH2:33][C:32]4[CH:31]=[N:30][C:29]([NH:35][CH:36]([CH3:38])[CH3:37])=[N:28][C:27]=4[CH2:26]3)=[O:24])[CH2:14][CH2:13][N:12](C(OC(C)(C)C)=O)[CH2:11][CH2:10]2)[CH:5]=[CH:6][C:7]=1[Cl:8].CO.O1CCOCC1.Cl, predict the reaction product.